This data is from Forward reaction prediction with 1.9M reactions from USPTO patents (1976-2016). The task is: Predict the product of the given reaction. (1) Given the reactants FC(F)(F)C(O)=O.[CH3:8][C:9]1[C:17]([C@@H:18]2[O:23][CH2:22][C@@H:21]3[CH2:24][NH:25][CH2:26][CH2:27][N:20]3[CH2:19]2)=[CH:16][CH:15]=[C:14]2[C:10]=1[CH2:11][O:12][C:13]2=[O:28].[N:29]1([C:34]2[CH:39]=[CH:38][C:37]([CH2:40][C:41](O)=[O:42])=[CH:36][CH:35]=2)[CH:33]=[N:32][N:31]=[N:30]1.C(Cl)CCl, predict the reaction product. The product is: [CH3:8][C:9]1[C:10]2[CH2:11][O:12][C:13](=[O:28])[C:14]=2[CH:15]=[CH:16][C:17]=1[C@@H:18]1[O:23][CH2:22][C@@H:21]2[CH2:24][N:25]([C:41](=[O:42])[CH2:40][C:37]3[CH:36]=[CH:35][C:34]([N:29]4[CH:33]=[N:32][N:31]=[N:30]4)=[CH:39][CH:38]=3)[CH2:26][CH2:27][N:20]2[CH2:19]1. (2) The product is: [CH2:1]([O:3][C:4]1[CH:9]=[C:8]([F:10])[CH:7]=[CH:6][C:5]=1[C:11]([F:18])([F:17])[C:12]([OH:14])=[O:13])[CH3:2]. Given the reactants [CH2:1]([O:3][C:4]1[CH:9]=[C:8]([F:10])[CH:7]=[CH:6][C:5]=1[C:11]([F:18])([F:17])[C:12]([O:14]CC)=[O:13])[CH3:2].O.[OH-].[Li+], predict the reaction product. (3) Given the reactants [CH3:1][O:2][C:3]1[CH:20]=[CH:19][C:6]([O:7][C:8]2[CH:13]=[C:12]([CH3:14])[C:11]([C:15](=[O:17])[CH3:16])=[C:10]([CH3:18])[CH:9]=2)=[CH:5][CH:4]=1.[Br-:21].[Br-].[Br-].C([N+](CCCC)(CCCC)CCCC)CCC.C([N+](CCCC)(CCCC)CCCC)CCC.C([N+](CCCC)(CCCC)CCCC)CCC, predict the reaction product. The product is: [Br:21][CH2:16][C:15]([C:11]1[C:12]([CH3:14])=[CH:13][C:8]([O:7][C:6]2[CH:19]=[CH:20][C:3]([O:2][CH3:1])=[CH:4][CH:5]=2)=[CH:9][C:10]=1[CH3:18])=[O:17]. (4) Given the reactants [CH3:1][O:2][C:3]1[CH:4]=[C:5]([N:11]2[CH2:16][C:15]3[CH:17]=[N:18][C:19]4[N:23](S(C5C=CC=CC=5)(=O)=O)[C:22]([C:33]5[CH:38]=[CH:37][C:36]([N:39]6[CH2:44][CH2:43][N:42]([CH3:45])[CH2:41][CH2:40]6)=[CH:35][CH:34]=5)=[CH:21][C:20]=4[C:14]=3[N:13]([CH3:46])[C:12]2=[O:47])[CH:6]=[C:7]([O:9][CH3:10])[CH:8]=1.CC(C)([O-])C.[K+], predict the reaction product. The product is: [CH3:10][O:9][C:7]1[CH:6]=[C:5]([N:11]2[CH2:16][C:15]3[CH:17]=[N:18][C:19]4[NH:23][C:22]([C:33]5[CH:38]=[CH:37][C:36]([N:39]6[CH2:40][CH2:41][N:42]([CH3:45])[CH2:43][CH2:44]6)=[CH:35][CH:34]=5)=[CH:21][C:20]=4[C:14]=3[N:13]([CH3:46])[C:12]2=[O:47])[CH:4]=[C:3]([O:2][CH3:1])[CH:8]=1. (5) Given the reactants Cl.C(O)C.[NH2:5][C:6]([NH2:33])=[N:7][C:8]([C:10]1[CH:22]=[CH:21][C:20]2[C:19]3[C:14](=[CH:15][CH:16]=[CH:17][CH:18]=3)[N:13]([CH2:23][CH2:24][O:25]CC3C=CC=CC=3)[C:12]=2[CH:11]=1)=[O:9], predict the reaction product. The product is: [NH2:33][C:6]([NH2:5])=[N:7][C:8]([C:10]1[CH:22]=[CH:21][C:20]2[C:19]3[C:14](=[CH:15][CH:16]=[CH:17][CH:18]=3)[N:13]([CH2:23][CH2:24][OH:25])[C:12]=2[CH:11]=1)=[O:9]. (6) Given the reactants [OH-].[Na+].[CH2:3]([O:6][C@@H:7]([CH2:12][C:13]1[CH:18]=[CH:17][C:16]([C:19]2[CH:24]=[CH:23][CH:22]=[C:21]([N:25]([CH3:36])[C:26]([NH:28][CH2:29][CH2:30][CH2:31][CH2:32][CH2:33][CH2:34][CH3:35])=[O:27])[CH:20]=2)=[CH:15][CH:14]=1)[C:8]([O:10]C)=[O:9])[CH:4]=[CH2:5].C1COCC1.CO.O, predict the reaction product. The product is: [CH2:3]([O:6][C@@H:7]([CH2:12][C:13]1[CH:18]=[CH:17][C:16]([C:19]2[CH:24]=[CH:23][CH:22]=[C:21]([N:25]([CH3:36])[C:26]([NH:28][CH2:29][CH2:30][CH2:31][CH2:32][CH2:33][CH2:34][CH3:35])=[O:27])[CH:20]=2)=[CH:15][CH:14]=1)[C:8]([OH:10])=[O:9])[CH:4]=[CH2:5]. (7) Given the reactants [CH2:1]([N:3]([CH2:5][CH3:6])[CH3:4])[CH3:2].O.[C:8]1([CH3:18])[CH:13]=[CH:12][C:11]([S:14]([OH:17])(=[O:16])=[O:15])=[CH:10][CH:9]=1, predict the reaction product. The product is: [CH2:1]([N:3]([CH2:5][CH3:6])[CH3:4])[CH3:2].[C:8]1([CH3:18])[CH:9]=[CH:10][C:11]([S:14]([OH:17])(=[O:15])=[O:16])=[CH:12][CH:13]=1.